From a dataset of Reaction yield outcomes from USPTO patents with 853,638 reactions. Predict the reaction yield, written as a fraction of the theoretical maximum amount of product (1.0 means a 100% yield; for example, 0.34 means a 34% yield). (1) The reactants are [Cl:1][C:2]1[CH:3]=[N:4][C:5]2[C:10]([C:11]=1[N:12]1[CH2:17][CH2:16][N:15]([CH2:18][CH2:19][NH2:20])[CH2:14][CH2:13]1)=[CH:9][C:8]([O:21][CH3:22])=[CH:7][N:6]=2.[O-]S([O-])(=O)=O.[Na+].[Na+].[O:30]=[C:31]1[NH:36][C:35]2[N:37]=[C:38]([CH:41]=O)[CH:39]=[CH:40][C:34]=2[S:33][CH2:32]1.[BH4-].[Na+]. The catalyst is C(Cl)Cl.CCO.C(Cl)(Cl)Cl.CO. The product is [Cl:1][C:2]1[CH:3]=[N:4][C:5]2[C:10]([C:11]=1[N:12]1[CH2:13][CH2:14][N:15]([CH2:18][CH2:19][NH:20][CH2:41][C:38]3[CH:39]=[CH:40][C:34]4[S:33][CH2:32][C:31](=[O:30])[NH:36][C:35]=4[N:37]=3)[CH2:16][CH2:17]1)=[CH:9][C:8]([O:21][CH3:22])=[CH:7][N:6]=2. The yield is 0.530. (2) The reactants are [Cl:1][C:2]1[N:3]=[C:4]([C:9]([NH:11][C:12]2[CH:33]=[CH:32][C:15]3[N:16]([CH2:20][C:21]4[CH:31]=[CH:30][CH:29]=[CH:28][C:22]=4[C:23]([O:25]CC)=[O:24])[CH2:17][CH2:18][O:19][C:14]=3[CH:13]=2)=[O:10])[NH:5][C:6]=1[CH2:7][CH3:8].[OH-].[Li+].CO. The catalyst is O1CCCC1. The product is [Cl:1][C:2]1[N:3]=[C:4]([C:9]([NH:11][C:12]2[CH:33]=[CH:32][C:15]3[N:16]([CH2:20][C:21]4[CH:31]=[CH:30][CH:29]=[CH:28][C:22]=4[C:23]([OH:25])=[O:24])[CH2:17][CH2:18][O:19][C:14]=3[CH:13]=2)=[O:10])[NH:5][C:6]=1[CH2:7][CH3:8]. The yield is 0.920. (3) The reactants are Br[C:2]1[CH:3]=[C:4]([C:9]2[CH:14]=[CH:13][N:12]=[CH:11][C:10]=2[NH2:15])[C:5]([F:8])=[N:6][CH:7]=1.[N:16]1([CH2:22][C:23]2[CH:28]=[CH:27][C:26](B(O)O)=[CH:25][CH:24]=2)[CH2:21][CH2:20][CH2:19][CH2:18][CH2:17]1. The catalyst is C(#N)C.[F-].[K+].O.CO.C(Cl)Cl.Cl[Pd](Cl)([P](C1C=CC=CC=1)(C1C=CC=CC=1)C1C=CC=CC=1)[P](C1C=CC=CC=1)(C1C=CC=CC=1)C1C=CC=CC=1. The product is [N:16]1([CH2:22][C:23]2[CH:28]=[CH:27][C:26]([C:2]3[CH:3]=[C:4]([C:9]4[CH:14]=[CH:13][N:12]=[CH:11][C:10]=4[NH2:15])[C:5]([F:8])=[N:6][CH:7]=3)=[CH:25][CH:24]=2)[CH2:21][CH2:20][CH2:19][CH2:18][CH2:17]1. The yield is 0.650. (4) The reactants are [C:1]([N:4]1[CH2:9][CH2:8][NH:7][CH2:6][CH2:5]1)(=[O:3])[CH3:2].C(=O)([O-])[O-].[K+].[K+].Br[CH2:17][CH2:18][CH2:19][OH:20]. The catalyst is C(#N)C. The product is [C:1]([N:4]1[CH2:9][CH2:8][N:7]([CH2:17][CH2:18][CH2:19][OH:20])[CH2:6][CH2:5]1)(=[O:3])[CH3:2]. The yield is 0.560. (5) The reactants are [F:1][CH:2]([F:27])[O:3][C:4]1[CH:9]=[CH:8][C:7]([CH:10]([C:12]2([C:18]3[CH:23]=[C:22]([F:24])[CH:21]=[C:20]([F:25])[CH:19]=3)SCCCS2)[OH:11])=[CH:6][C:5]=1[CH3:26].FC(F)(F)C(OC1C(OC(=O)C(F)(F)F)=C(I)C=CC=1)=[O:31].CCOC(C)=O.CCCCCC.CCOC(C)=O. The catalyst is C(#N)C.O. The product is [F:1][CH:2]([F:27])[O:3][C:4]1[CH:9]=[CH:8][C:7]([CH:10]([OH:11])[C:12]([C:18]2[CH:23]=[C:22]([F:24])[CH:21]=[C:20]([F:25])[CH:19]=2)=[O:31])=[CH:6][C:5]=1[CH3:26]. The yield is 0.350. (6) The catalyst is C(OCC)(=O)C. The yield is 0.900. The product is [ClH:40].[CH3:23][NH:22][C:21]([C:20]1[N:19]=[C:18]([C:25]([F:28])([F:26])[F:27])[N:15]2[CH2:16][CH2:17][N:12]([C:10](=[O:11])[CH2:9][C@H:8]([NH2:7])[CH2:29][C:30]3[CH:35]=[C:34]([F:36])[C:33]([F:37])=[CH:32][C:31]=3[F:38])[CH2:13][C:14]=12)=[O:24]. The reactants are C(OC(=O)[NH:7][C@H:8]([CH2:29][C:30]1[CH:35]=[C:34]([F:36])[C:33]([F:37])=[CH:32][C:31]=1[F:38])[CH2:9][C:10]([N:12]1[CH2:17][CH2:16][N:15]2[C:18]([C:25]([F:28])([F:27])[F:26])=[N:19][C:20]([C:21](=[O:24])[NH:22][CH3:23])=[C:14]2[CH2:13]1)=[O:11])(C)(C)C.[ClH:40]. (7) The reactants are C[O:2][C:3](=[O:21])[C:4]1[CH:9]=[CH:8][C:7]([O:10]C)=[N:6][C:5]=1[NH:12][C:13]1[CH:18]=[CH:17][C:16]([Br:19])=[CH:15][C:14]=1[F:20].COC(=O)C1C=CC(Cl)=NC=1NC1C=CC(Br)=CC=1F.C[O-].[Na+].CO. The catalyst is C(O)(=O)C. The product is [Br:19][C:16]1[CH:17]=[CH:18][C:13]([NH:12][C:5]2[NH:6][C:7](=[O:10])[CH:8]=[CH:9][C:4]=2[C:3]([OH:21])=[O:2])=[C:14]([F:20])[CH:15]=1. The yield is 0.880. (8) The product is [CH2:1]([N:8]1[CH2:9][C@H:10]([NH:11][C:12](=[O:13])[O:14][CH2:15][C:16]2[CH:21]=[CH:20][CH:19]=[CH:18][CH:17]=2)[C:22](=[O:24])[N:27]([CH2:28][C:29]2[CH:30]=[CH:31][CH:32]=[CH:33][CH:34]=2)[CH2:26][CH2:25]1)[C:2]1[CH:7]=[CH:6][CH:5]=[CH:4][CH:3]=1. The yield is 0.530. The reactants are [CH2:1]([N:8]([CH2:25][CH2:26][NH:27][CH2:28][C:29]1[CH:34]=[CH:33][CH:32]=[CH:31][CH:30]=1)[CH2:9][C@@H:10]([C:22]([OH:24])=O)[NH:11][C:12]([O:14][CH2:15][C:16]1[CH:21]=[CH:20][CH:19]=[CH:18][CH:17]=1)=[O:13])[C:2]1[CH:7]=[CH:6][CH:5]=[CH:4][CH:3]=1.CN(C)CCCN=C=NCC.ON1C2C=CC=CC=2N=N1.C(N(CC)CC)C. The catalyst is ClC(Cl)C.